From a dataset of Full USPTO retrosynthesis dataset with 1.9M reactions from patents (1976-2016). Predict the reactants needed to synthesize the given product. (1) Given the product [CH2:36]([N:23]([CH2:22][C:19]1[CH:18]=[CH:17][C:16]([O:15][C:11]2[CH:10]=[C:9]([CH:14]=[CH:13][CH:12]=2)[O:8][CH2:7][CH2:6][N:43]2[CH2:53][CH2:52][CH2:51][CH2:50][CH:44]2[C:45]([O:47][CH2:48][CH3:49])=[O:46])=[CH:21][CH:20]=1)[C:24]1[CH:29]=[CH:28][CH:27]=[C:26]([NH:30][S:31]([CH3:34])(=[O:33])=[O:32])[C:25]=1[CH3:35])[C:37]1[CH:38]=[CH:39][CH:40]=[CH:41][CH:42]=1, predict the reactants needed to synthesize it. The reactants are: CS(O[CH2:6][CH2:7][O:8][C:9]1[CH:14]=[CH:13][CH:12]=[C:11]([O:15][C:16]2[CH:21]=[CH:20][C:19]([CH2:22][N:23]([CH2:36][C:37]3[CH:42]=[CH:41][CH:40]=[CH:39][CH:38]=3)[C:24]3[CH:29]=[CH:28][CH:27]=[C:26]([NH:30][S:31]([CH3:34])(=[O:33])=[O:32])[C:25]=3[CH3:35])=[CH:18][CH:17]=2)[CH:10]=1)(=O)=O.[NH:43]1[CH2:53][CH2:52][CH2:51][CH2:50][CH:44]1[C:45]([O:47][CH2:48][CH3:49])=[O:46]. (2) Given the product [CH3:1][O:2][C:3]1[CH:4]=[N:5][C:6]2[CH:7]([NH2:13])[CH2:8][CH2:9][CH2:10][C:11]=2[CH:12]=1, predict the reactants needed to synthesize it. The reactants are: [CH3:1][O:2][C:3]1[CH:4]=[N:5][C:6]2[CH:7]([N:13]=[N+]=[N-])[CH2:8][CH2:9][CH2:10][C:11]=2[CH:12]=1.[H][H]. (3) Given the product [CH:34]1([NH:23][C:6](=[O:8])[O:33][CH2:32][C:26]2[CH:31]=[CH:30][CH:29]=[CH:28][CH:27]=2)[CH2:39][CH:38]=[CH:37][CH2:40]1, predict the reactants needed to synthesize it. The reactants are: C1([C:6]([OH:8])=O)CC=CC1.C1C=CC(P([N:23]=[N+]=[N-])(C2C=CC=CC=2)=O)=CC=1.[C:26]1([CH2:32][OH:33])[CH:31]=[CH:30][CH:29]=[CH:28][CH:27]=1.[C:34]1([CH3:40])[CH:39]=[CH:38][CH:37]=CC=1. (4) Given the product [CH2:6]([O:8][C:9](=[O:17])[CH2:10][C:11]1[CH:16]=[CH:15][C:14]([S:2]([Cl:1])(=[O:5])=[O:3])=[CH:13][CH:12]=1)[CH3:7], predict the reactants needed to synthesize it. The reactants are: [Cl:1][S:2]([OH:5])(=O)=[O:3].[CH2:6]([O:8][C:9](=[O:17])[CH2:10][C:11]1[CH:16]=[CH:15][CH:14]=[CH:13][CH:12]=1)[CH3:7]. (5) Given the product [Br:1][C:2]1[C:10]2[C:5](=[CH:6][CH:7]=[C:8]([C:11]([O:13][CH2:14][CH3:15])=[O:12])[CH:9]=2)[N:4]([C:18]([C:19]2[CH:24]=[CH:23][CH:22]=[CH:21][CH:20]=2)([C:31]2[CH:32]=[CH:33][CH:34]=[CH:35][CH:36]=2)[C:25]2[CH:26]=[CH:27][CH:28]=[CH:29][CH:30]=2)[N:3]=1, predict the reactants needed to synthesize it. The reactants are: [Br:1][C:2]1[C:10]2[C:5](=[CH:6][CH:7]=[C:8]([C:11]([O:13][CH2:14][CH3:15])=[O:12])[CH:9]=2)[NH:4][N:3]=1.[H-].[Na+].[C:18](Cl)([C:31]1[CH:36]=[CH:35][CH:34]=[CH:33][CH:32]=1)([C:25]1[CH:30]=[CH:29][CH:28]=[CH:27][CH:26]=1)[C:19]1[CH:24]=[CH:23][CH:22]=[CH:21][CH:20]=1.